Dataset: Forward reaction prediction with 1.9M reactions from USPTO patents (1976-2016). Task: Predict the product of the given reaction. (1) Given the reactants [CH2:1]([C:8]1[O:12][N:11]=[C:10]([C:13]([NH:15][C@H:16]2[CH2:22][O:21][C:20]3[CH:23]=[CH:24][C:25]([C:27]([NH:29][CH2:30][CH2:31][C:32]#[N:33])=O)=[CH:26][C:19]=3[N:18]([CH3:34])[C:17]2=[O:35])=[O:14])[CH:9]=1)[C:2]1[CH:7]=[CH:6][CH:5]=[CH:4][CH:3]=1.N1C=CC=CC=1.P(Cl)(Cl)(Cl)(Cl)Cl.[Si]([N:52]=[N+:53]=[N-:54])(C)(C)C, predict the reaction product. The product is: [CH2:1]([C:8]1[O:12][N:11]=[C:10]([C:13]([NH:15][C@H:16]2[CH2:22][O:21][C:20]3[CH:23]=[CH:24][C:25]([C:27]4[N:29]([CH2:30][CH2:31][C:32]#[N:33])[N:54]=[N:53][N:52]=4)=[CH:26][C:19]=3[N:18]([CH3:34])[C:17]2=[O:35])=[O:14])[CH:9]=1)[C:2]1[CH:7]=[CH:6][CH:5]=[CH:4][CH:3]=1. (2) Given the reactants [CH2:1]([O:8][C:9]1[CH:14]=[C:13]([N+:15]([O-])=O)[CH:12]=[C:11]([Br:18])[CH:10]=1)[C:2]1[CH:7]=[CH:6][CH:5]=[CH:4][CH:3]=1.[NH4+].[Cl-], predict the reaction product. The product is: [CH2:1]([O:8][C:9]1[CH:14]=[C:13]([CH:12]=[C:11]([Br:18])[CH:10]=1)[NH2:15])[C:2]1[CH:3]=[CH:4][CH:5]=[CH:6][CH:7]=1. (3) Given the reactants [N:1]1[CH:2]=[N:3][N:4]2[CH:9]=[CH:8][C:7]([C:10]([NH:12][NH2:13])=[O:11])=[CH:6][C:5]=12.[C:14](=S)=[S:15].[CH2:17]([N:19]([CH2:22][CH3:23])[CH2:20][CH3:21])[CH3:18], predict the reaction product. The product is: [CH2:17]([N:19]([CH2:22][CH3:23])[CH2:20][CH3:21])[CH3:18].[N:1]1[CH:2]=[N:3][N:4]2[CH:9]=[CH:8][C:7]([C:10]3[O:11][C:14]([SH:15])=[N:13][N:12]=3)=[CH:6][C:5]=12. (4) Given the reactants [CH3:1][O-:2].[Na+].[CH2:4]([N:11]1[C:20]([C:21]([OH:23])=[O:22])=[C:19]([C:24]2[CH:29]=[CH:28][CH:27]=[CH:26][CH:25]=2)[C:18]2[C:13](=[CH:14][CH:15]=[C:16](F)[CH:17]=2)[C:12]1=[O:31])[C:5]1[CH:10]=[CH:9][CH:8]=[CH:7][CH:6]=1.O.Cl, predict the reaction product. The product is: [CH2:4]([N:11]1[C:20]([C:21]([OH:23])=[O:22])=[C:19]([C:24]2[CH:29]=[CH:28][CH:27]=[CH:26][CH:25]=2)[C:18]2[C:13](=[CH:14][CH:15]=[C:16]([O:2][CH3:1])[CH:17]=2)[C:12]1=[O:31])[C:5]1[CH:10]=[CH:9][CH:8]=[CH:7][CH:6]=1. (5) Given the reactants C(N(C(C)C)CC)(C)C.CN(C(ON1N=NC2C=CC=CC1=2)=[N+](C)C)C.F[P-](F)(F)(F)(F)F.[CH2:34]1[C:42]2[C:37](=[CH:38][C:39]([OH:43])=[CH:40][CH:41]=2)[CH2:36][CH2:35]1.[CH3:44][N:45]([CH3:65])[CH:46]1[CH2:51][CH2:50][N:49]([C:52](=[O:64])[CH2:53][CH2:54][C:55]2[N:56]([CH2:60][C:61](O)=[O:62])[CH:57]=[CH:58][N:59]=2)[CH2:48][CH2:47]1.Cl, predict the reaction product. The product is: [CH3:65][N:45]([CH3:44])[CH:46]1[CH2:51][CH2:50][N:49]([C:52](=[O:64])[CH2:53][CH2:54][C:55]2[N:56]([CH2:60][C:61]([O:43][C:39]3[CH:38]=[C:37]4[C:42](=[CH:41][CH:40]=3)[CH2:34][CH2:35][CH2:36]4)=[O:62])[CH:57]=[CH:58][N:59]=2)[CH2:48][CH2:47]1. (6) Given the reactants C[O:2][C:3]([C:5]1[N:6]=[C:7]([NH:11][C:12](=[O:33])[CH:13]([C:21]2[CH:26]=[CH:25][C:24]([S:27]([CH:30]3[CH2:32][CH2:31]3)(=[O:29])=[O:28])=[CH:23][CH:22]=2)[O:14][CH:15]2[CH2:20][CH2:19][O:18][CH2:17][CH2:16]2)[S:8][C:9]=1[CH3:10])=O.CC(C[AlH]CC(C)C)C, predict the reaction product. The product is: [CH:30]1([S:27]([C:24]2[CH:25]=[CH:26][C:21]([CH:13]([O:14][CH:15]3[CH2:16][CH2:17][O:18][CH2:19][CH2:20]3)[C:12]([NH:11][C:7]3[S:8][C:9]([CH3:10])=[C:5]([CH2:3][OH:2])[N:6]=3)=[O:33])=[CH:22][CH:23]=2)(=[O:29])=[O:28])[CH2:31][CH2:32]1. (7) The product is: [CH3:36][C@@H:18]1[C@@H:19]([CH2:30][N:31]2[CH:35]=[N:34][CH:33]=[N:32]2)[CH2:20][C@@H:21]2[C@:26]([CH3:27])([CH2:25][CH2:24][CH2:23][C:22]2([CH3:28])[CH3:29])[C@H:17]1[C:15]([C:9]1[CH:8]=[C:7]([OH:6])[CH:12]=[C:11]([OH:13])[CH:10]=1)=[O:16]. Given the reactants B(Br)(Br)Br.C[O:6][C:7]1[CH:8]=[C:9]([C:15]([C@@H:17]2[C@:26]3([CH3:27])[C@H:21]([C:22]([CH3:29])([CH3:28])[CH2:23][CH2:24][CH2:25]3)[CH2:20][C@H:19]([CH2:30][N:31]3[CH:35]=[N:34][CH:33]=[N:32]3)[C@H:18]2[CH3:36])=[O:16])[CH:10]=[C:11]([O:13]C)[CH:12]=1, predict the reaction product.